From a dataset of Full USPTO retrosynthesis dataset with 1.9M reactions from patents (1976-2016). Predict the reactants needed to synthesize the given product. (1) Given the product [ClH:24].[NH:15]1[CH2:16][CH:13]([C:8]2[C:7]([N:1]3[CH2:2][CH2:3][CH2:4][CH2:5][CH2:6]3)=[N:12][CH:11]=[CH:10][N:9]=2)[CH2:14]1, predict the reactants needed to synthesize it. The reactants are: [N:1]1([C:7]2[C:8]([CH:13]3[CH2:16][N:15](C(OC(C)(C)C)=O)[CH2:14]3)=[N:9][CH:10]=[CH:11][N:12]=2)[CH2:6][CH2:5][CH2:4][CH2:3][CH2:2]1.[ClH:24].CO. (2) Given the product [N:1]1[CH:6]=[CH:5][CH:4]=[CH:3][C:2]=1[C:7]1[CH:8]=[C:9](/[CH:10]=[CH:24]/[CH:25]=[O:26])[CH:12]=[CH:13][CH:14]=1, predict the reactants needed to synthesize it. The reactants are: [N:1]1[CH:6]=[CH:5][CH:4]=[CH:3][C:2]=1[C:7]1[CH:8]=[C:9]([CH:12]=[CH:13][CH:14]=1)[CH:10]=O.N1C=CC=CC=1C1C=C[C:24]([CH:25]=[O:26])=CC=1.